From a dataset of Catalyst prediction with 721,799 reactions and 888 catalyst types from USPTO. Predict which catalyst facilitates the given reaction. (1) Reactant: [NH2:1][CH2:2][C:3]1[S:7][C:6]([C:8]2[CH:13]=[CH:12][C:11]([OH:14])=[CH:10][CH:9]=2)=[N:5][N:4]=1.C([O-])(O)=O.[Na+].[C:20]([O:24][C:25](O[C:25]([O:24][C:20]([CH3:23])([CH3:22])[CH3:21])=[O:26])=[O:26])([CH3:23])([CH3:22])[CH3:21]. Product: [OH:14][C:11]1[CH:12]=[CH:13][C:8]([C:6]2[S:7][C:3]([CH2:2][NH:1][C:25](=[O:26])[O:24][C:20]([CH3:23])([CH3:22])[CH3:21])=[N:4][N:5]=2)=[CH:9][CH:10]=1. The catalyst class is: 5. (2) Reactant: [CH2:1]([C:8]1[CH:27]=[CH:26][CH:25]=[CH:24][C:9]=1[CH2:10][N:11]([C:14]1[CH:19]=[CH:18][C:17]([C:20]([O:22]C)=[O:21])=[CH:16][N:15]=1)[CH2:12][CH3:13])[C:2]1[CH:7]=[CH:6][CH:5]=[CH:4][CH:3]=1.[OH-].[Na+]. Product: [CH2:1]([C:8]1[CH:27]=[CH:26][CH:25]=[CH:24][C:9]=1[CH2:10][N:11]([C:14]1[CH:19]=[CH:18][C:17]([C:20]([OH:22])=[O:21])=[CH:16][N:15]=1)[CH2:12][CH3:13])[C:2]1[CH:7]=[CH:6][CH:5]=[CH:4][CH:3]=1. The catalyst class is: 36. (3) Reactant: [CH3:1][N:2]1[N:11]=[N:10][C:9]2[N:5]([CH:6]=[N:7][C:8]=2[C:12]([NH2:14])=[O:13])[C:3]1=[O:4].Cl.C(#N)C.C(O)(=O)C. Product: [CH3:1][N:2]1[N:11]=[N:10][C:9]2[N:5]([CH:6]=[N:7][C:8]=2[C:12]([NH2:14])=[O:13])[C:3]1=[O:4]. The catalyst class is: 6. (4) Reactant: [N:1]#[C:2]Br.C(=O)([O-])[O-].[K+].[K+].[F:10][C:11]1[CH:16]=[C:15]([S:17]([CH3:20])(=[O:19])=[O:18])[CH:14]=[CH:13][C:12]=1[NH:21][C@H:22]1[CH2:26][CH2:25][N:24]([CH:27]2[CH2:32][CH2:31][NH:30][CH2:29][CH2:28]2)[C:23]1=[O:33]. Product: [F:10][C:11]1[CH:16]=[C:15]([S:17]([CH3:20])(=[O:19])=[O:18])[CH:14]=[CH:13][C:12]=1[NH:21][C@H:22]1[CH2:26][CH2:25][N:24]([CH:27]2[CH2:32][CH2:31][N:30]([C:2]#[N:1])[CH2:29][CH2:28]2)[C:23]1=[O:33]. The catalyst class is: 10. (5) Reactant: [F:1][C:2]1([F:13])[O:6][C:5]2[CH:7]=[C:8]([NH2:12])[C:9]([NH2:11])=[CH:10][C:4]=2[O:3]1.[Br-].Br[CH2:16][C:17]([C:19]1[CH:24]=[CH:23][NH+:22]=[CH:21][C:20]=1[CH2:25][CH3:26])=O.N. Product: [CH2:25]([C:20]1[CH:21]=[N:22][CH:23]=[CH:24][C:19]=1[C:17]1[CH:16]=[N:12][C:8]2[CH:7]=[C:5]3[O:6][C:2]([F:1])([F:13])[O:3][C:4]3=[CH:10][C:9]=2[N:11]=1)[CH3:26]. The catalyst class is: 8. (6) Product: [F:23][C:2]([F:1])([F:22])[C:3]1[CH:17]=[C:16]([C:18]([F:21])([F:20])[F:19])[CH:15]=[CH:14][C:4]=1[CH2:5][N:6]1[CH2:11][CH2:10][CH:9](/[CH:12]=[C:34]2/[C:30]([NH:29][C@@H:26]([CH2:25][OH:24])[C:27]#[CH:28])=[N:31][C:32](=[O:35])[S:33]/2)[CH2:8][CH2:7]1. Reactant: [F:1][C:2]([F:23])([F:22])[C:3]1[CH:17]=[C:16]([C:18]([F:21])([F:20])[F:19])[CH:15]=[CH:14][C:4]=1[CH2:5][N:6]1[CH2:11][CH2:10][CH:9]([CH:12]=O)[CH2:8][CH2:7]1.[OH:24][CH2:25][C@H:26]([NH:29][C:30]1[CH2:34][S:33][C:32](=[O:35])[N:31]=1)[C:27]#[CH:28].C([O-])(=O)C.[NH2+]1CCCCC1. The catalyst class is: 41.